Task: Predict the product of the given reaction.. Dataset: Forward reaction prediction with 1.9M reactions from USPTO patents (1976-2016) (1) Given the reactants [S:1]([C:4]1[S:8][C:7]([NH:9][C:10]2[N:15]=[CH:14][C:13]([CH2:16][NH:17][C:18](=[O:24])[O:19][C:20]([CH3:23])([CH3:22])[CH3:21])=[CH:12][CH:11]=2)=[N:6][CH:5]=1)[C:2]#N.SC[C@H]([C@@H](CS)O)O.[O-]P([O-])([O-])=O.[K+].[K+].[K+].ClC1[CH:47]=[CH:46][N:45]=[C:44]([C:48]([O:50][CH3:51])=[O:49])[C:43]=1[F:52], predict the reaction product. The product is: [C:20]([O:19][C:18]([NH:17][CH2:16][C:13]1[CH:12]=[CH:11][C:10]([NH:9][C:7]2[S:8][C:4]([S:1][C:2]3[CH:47]=[CH:46][N:45]=[C:44]([C:48]([O:50][CH3:51])=[O:49])[C:43]=3[F:52])=[CH:5][N:6]=2)=[N:15][CH:14]=1)=[O:24])([CH3:23])([CH3:22])[CH3:21]. (2) Given the reactants C[N:2](C)/[CH:3]=[CH:4]/[C:5]([C:7]1[C:12](=[O:13])[CH:11]=[CH:10][N:9]([C:14]2[CH:19]=[CH:18][CH:17]=[CH:16][CH:15]=2)[N:8]=1)=O.[F:21][C:22]1[CH:27]=[CH:26][C:25]([F:28])=[CH:24][C:23]=1[NH:29]N, predict the reaction product. The product is: [F:21][C:22]1[CH:27]=[CH:26][C:25]([F:28])=[CH:24][C:23]=1[N:29]1[C:5]([C:7]2[C:12](=[O:13])[CH:11]=[CH:10][N:9]([C:14]3[CH:19]=[CH:18][CH:17]=[CH:16][CH:15]=3)[N:8]=2)=[CH:4][CH:3]=[N:2]1. (3) The product is: [CH:7]1([NH:13][C:14]2[C:19]([C:20]3[CH2:24][C:23]4([CH2:29][CH2:28][C:27]5([O:30][CH:4]5[C:5]#[N:6])[CH2:26][CH2:25]4)[O:22][N:21]=3)=[CH:18][N:17]=[C:16]3[N:31]([CH2:34][CH3:35])[N:32]=[CH:33][C:15]=23)[CH2:8][CH2:9][CH2:10][CH2:11][CH2:12]1. Given the reactants [OH-].[K+].Cl[CH2:4][C:5]#[N:6].[CH:7]1([NH:13][C:14]2[C:19]([C:20]3[CH2:24][C:23]4([CH2:29][CH2:28][C:27](=[O:30])[CH2:26][CH2:25]4)[O:22][N:21]=3)=[CH:18][N:17]=[C:16]3[N:31]([CH2:34][CH3:35])[N:32]=[CH:33][C:15]=23)[CH2:12][CH2:11][CH2:10][CH2:9][CH2:8]1.O, predict the reaction product. (4) Given the reactants [CH3:1][C:2]([N:11]1[CH2:16][CH2:15][CH:14]([C:17]2[S:18][C:19]([C:22]3[CH:27]=[CH:26][C:25]([NH:28][C:29]([NH:31][C:32]4[CH:37]=[C:36]([F:38])[C:35]([F:39])=[CH:34][C:33]=4[F:40])=[O:30])=[CH:24][CH:23]=3)=[CH:20][N:21]=2)[CH2:13][CH2:12]1)([CH3:10])[C:3]([O:5]C(C)(C)C)=[O:4].Cl.C(O)(C)C, predict the reaction product. The product is: [CH3:10][C:2]([N:11]1[CH2:16][CH2:15][CH:14]([C:17]2[S:18][C:19]([C:22]3[CH:23]=[CH:24][C:25]([NH:28][C:29]([NH:31][C:32]4[CH:37]=[C:36]([F:38])[C:35]([F:39])=[CH:34][C:33]=4[F:40])=[O:30])=[CH:26][CH:27]=3)=[CH:20][N:21]=2)[CH2:13][CH2:12]1)([CH3:1])[C:3]([OH:5])=[O:4]. (5) Given the reactants [CH:1]1[C:13]2[CH:12]([CH2:14][O:15][C:16]([NH:18][C@@H:19]([CH2:23][C:24]3[C:32]4[C:27](=[CH:28][CH:29]=[CH:30][CH:31]=4)[NH:26][CH:25]=3)[C:20]([OH:22])=[O:21])=[O:17])[C:11]3[C:6](=[CH:7][CH:8]=[CH:9][CH:10]=3)[C:5]=2[CH:4]=[CH:3][CH:2]=1.I[C:34]1[CH:39]=[CH:38][C:37]([O:40][CH2:41][CH2:42][CH3:43])=[CH:36][CH:35]=1, predict the reaction product. The product is: [CH:1]1[C:13]2[CH:12]([CH2:14][O:15][C:16]([NH:18][C@@H:19]([CH2:23][C:24]3[C:32]4[C:27](=[CH:28][CH:29]=[CH:30][CH:31]=4)[NH:26][C:25]=3[C:34]3[CH:39]=[CH:38][C:37]([O:40][CH2:41][CH2:42][CH3:43])=[CH:36][CH:35]=3)[C:20]([OH:22])=[O:21])=[O:17])[C:11]3[C:6](=[CH:7][CH:8]=[CH:9][CH:10]=3)[C:5]=2[CH:4]=[CH:3][CH:2]=1. (6) Given the reactants [CH3:1][C:2]1[CH:7]=[C:6]([N+:8]([O-:10])=[O:9])[CH:5]=[CH:4][C:3]=1[N:11]=[C:12]=[O:13], predict the reaction product. The product is: [N+:8]([C:6]1[CH:5]=[CH:4][C:3]([N:11]2[C:12](=[O:13])[N:11]([C:3]3[CH:4]=[CH:5][C:6]([N+:8]([O-:10])=[O:9])=[CH:7][C:2]=3[CH3:1])[C:12](=[O:13])[N:11]([C:3]3[CH:4]=[CH:5][C:6]([N+:8]([O-:10])=[O:9])=[CH:7][C:2]=3[CH3:1])[C:12]2=[O:13])=[C:2]([CH3:1])[CH:7]=1)([O-:10])=[O:9]. (7) The product is: [Cl:19][C:18]1[C:9]([CH2:8][N:4]2[CH2:5][CH2:6][CH2:7][C@@H:2]([NH:1][C:52]([CH:49]3[CH2:50][CH2:51][NH:46][CH2:47][CH2:48]3)=[O:53])[CH2:3]2)=[C:10]([C:35]([F:36])([F:37])[F:38])[CH:11]=[C:12]2[C:17]=1[NH:16][C:15](=[O:20])[N:14]([CH2:21][C:22]1[CH:27]=[C:26]([Cl:28])[CH:25]=[CH:24][C:23]=1[S:29]([CH2:32][CH3:33])(=[O:31])=[O:30])[C:13]2=[O:34]. Given the reactants [NH2:1][C@@H:2]1[CH2:7][CH2:6][CH2:5][N:4]([CH2:8][C:9]2[C:18]([Cl:19])=[C:17]3[C:12]([C:13](=[O:34])[N:14]([CH2:21][C:22]4[CH:27]=[C:26]([Cl:28])[CH:25]=[CH:24][C:23]=4[S:29]([CH2:32][CH3:33])(=[O:31])=[O:30])[C:15](=[O:20])[NH:16]3)=[CH:11][C:10]=2[C:35]([F:38])([F:37])[F:36])[CH2:3]1.CC(OC([N:46]1[CH2:51][CH2:50][CH:49]([C:52](O)=[O:53])[CH2:48][CH2:47]1)=O)(C)C.CN(C(ON1N=NC2C=CC=NC1=2)=[N+](C)C)C.F[P-](F)(F)(F)(F)F, predict the reaction product. (8) Given the reactants [NH2:1][C@:2]12[CH2:37][CH2:36][C@@H:35]([C:38]([CH3:40])=[CH2:39])[C@@H:3]1[C@@H:4]1[C@@:17]([CH3:20])([CH2:18][CH2:19]2)[C@@:16]2([CH3:21])[C@@H:7]([C@:8]3([CH3:34])[C@@H:13]([CH2:14][CH2:15]2)[C:12]([CH3:23])([CH3:22])[C:11]([C:24]2[CH:33]=[CH:32][C:27]([C:28]([O:30]C)=[O:29])=[CH:26][CH:25]=2)=[CH:10][CH2:9]3)[CH2:6][CH2:5]1.CN(C)CCC(N[C@]12CC[C@@H](C(C)=C)[C@@H]1[C@@H]1[C@@](C)(CC2)[C@@]2(C)[C@@H]([C@]3(C)[C@@H](CC2)C(C)(C)C(C2C=CC(C(O)=O)=CC=2)=CC3)CC1)=O.[S:87]1[CH:91]=[CH:90][CH:89]=[C:88]1[S:92]([NH:95][CH2:96][C:97](O)=[O:98])(=[O:94])=[O:93], predict the reaction product. The product is: [CH3:20][C@:17]12[C@@:16]3([CH3:21])[C@@H:7]([C@:8]4([CH3:34])[C@@H:13]([CH2:14][CH2:15]3)[C:12]([CH3:22])([CH3:23])[C:11]([C:24]3[CH:33]=[CH:32][C:27]([C:28]([OH:30])=[O:29])=[CH:26][CH:25]=3)=[CH:10][CH2:9]4)[CH2:6][CH2:5][C@@H:4]1[C@H:3]1[C@H:35]([C:38]([CH3:40])=[CH2:39])[CH2:36][CH2:37][C@:2]1([NH:1][C:97](=[O:98])[CH2:96][NH:95][S:92]([C:88]1[S:87][CH:91]=[CH:90][CH:89]=1)(=[O:93])=[O:94])[CH2:19][CH2:18]2. (9) Given the reactants [CH3:1][O:2][C:3]1[CH:4]=[C:5]([NH:11][C:12]2[N:17]=[C:16]([N:18]3[C:22]([CH3:23])=[CH:21][C:20]([C:24]([F:27])([F:26])[F:25])=[N:19]3)[C:15]([C:28]3[CH:29]=[C:30]([C:36]([OH:38])=O)[C:31]([O:34][CH3:35])=[N:32][CH:33]=3)=[CH:14][N:13]=2)[CH:6]=[C:7]([O:9][CH3:10])[CH:8]=1.[CH3:39][S:40]([CH2:43][S:44]([NH2:47])(=[O:46])=[O:45])(=[O:42])=[O:41].C(N(CC)CC)C.[I-].ClC1C=CC=C[N+]=1C, predict the reaction product. The product is: [CH3:10][O:9][C:7]1[CH:6]=[C:5]([NH:11][C:12]2[N:17]=[C:16]([N:18]3[C:22]([CH3:23])=[CH:21][C:20]([C:24]([F:27])([F:26])[F:25])=[N:19]3)[C:15]([C:28]3[CH:29]=[C:30]([C:36]([NH:47][S:44]([CH2:43][S:40]([CH3:39])(=[O:42])=[O:41])(=[O:46])=[O:45])=[O:38])[C:31]([O:34][CH3:35])=[N:32][CH:33]=3)=[CH:14][N:13]=2)[CH:4]=[C:3]([O:2][CH3:1])[CH:8]=1. (10) Given the reactants [CH3:1][NH:2][C:3]([C@@H:5]1[CH2:13][C:12]2[C:7](=[CH:8][CH:9]=[CH:10][CH:11]=2)[N:6]1[C:14](=[O:29])[C@@H:15]([NH:18]C(OCC1C=CC=CC=1)=O)[CH2:16][CH3:17])=[O:4].C(O)(=O)C(O)=O, predict the reaction product. The product is: [CH3:1][NH:2][C:3]([C@@H:5]1[CH2:13][C:12]2[C:7](=[CH:8][CH:9]=[CH:10][CH:11]=2)[N:6]1[C:14](=[O:29])[C@@H:15]([NH2:18])[CH2:16][CH3:17])=[O:4].